Dataset: Forward reaction prediction with 1.9M reactions from USPTO patents (1976-2016). Task: Predict the product of the given reaction. (1) The product is: [CH:2]1([S:5][C:6]2[CH:7]=[CH:8][C:9]([C:12]([C:14]3[NH:15][C:16](=[O:24])[C:17]([C:20]([F:23])([F:22])[F:21])=[CH:18][CH:19]=3)=[O:13])=[CH:10][CH:11]=2)[CH2:4][CH2:3]1. Given the reactants Br.[CH:2]1([S:5][C:6]2[CH:11]=[CH:10][C:9]([C:12]([C:14]3[CH:19]=[CH:18][C:17]([C:20]([F:23])([F:22])[F:21])=[C:16]([O:24]C)[N:15]=3)=[O:13])=[CH:8][CH:7]=2)[CH2:4][CH2:3]1.O, predict the reaction product. (2) Given the reactants Cl.[Cl:2][C:3]1[C:4]([F:29])=[C:5]([CH:26]=[CH:27][CH:28]=1)[NH:6][C:7]1[C:16]2[C:11](=[CH:12][C:13]([O:24][CH3:25])=[C:14]([O:17][CH2:18][C@H:19]3[CH2:23][CH2:22][CH2:21][NH:20]3)[CH:15]=2)[N:10]=[CH:9][N:8]=1.[C:30](OC(=O)C)(=[O:32])[CH3:31], predict the reaction product. The product is: [C:30]([N:20]1[CH2:21][CH2:22][CH2:23][C@@H:19]1[CH2:18][O:17][C:14]1[CH:15]=[C:16]2[C:11](=[CH:12][C:13]=1[O:24][CH3:25])[N:10]=[CH:9][N:8]=[C:7]2[NH:6][C:5]1[CH:26]=[CH:27][CH:28]=[C:3]([Cl:2])[C:4]=1[F:29])(=[O:32])[CH3:31]. (3) Given the reactants [C:1]1([CH2:7][CH2:8][CH2:9][C:10](Cl)=[O:11])[CH:6]=[CH:5][CH:4]=[CH:3][CH:2]=1.[CH3:13][O:14][C:15]1[CH:20]=[CH:19][CH:18]=[CH:17][CH:16]=1, predict the reaction product. The product is: [CH3:13][O:14][C:15]1[CH:20]=[CH:19][C:18]([C:10](=[O:11])[CH2:9][CH2:8][CH2:7][C:1]2[CH:6]=[CH:5][CH:4]=[CH:3][CH:2]=2)=[CH:17][CH:16]=1. (4) Given the reactants [CH3:1][O:2][CH2:3][C:4]([C@H:8]1[C@@H:12]2[C@@H:13]3[C@@:26]([CH3:29])([CH2:27][CH2:28][C@@:11]2([NH:44][CH2:45][CH2:46][N:47]2[CH2:52][CH2:51][S:50](=[O:54])(=[O:53])[CH2:49][CH2:48]2)[CH2:10][CH2:9]1)[C@@:25]1([CH3:30])[C@@H:16]([C@:17]2([CH3:43])[C@@H:22]([CH2:23][CH2:24]1)[C:21]([CH3:32])([CH3:31])[C:20]([C:33]1[CH:42]=[CH:41][C:36]([C:37]([O:39]C)=[O:38])=[CH:35][CH:34]=1)=[CH:19][CH2:18]2)[CH2:15][CH2:14]3)([O:6][CH3:7])[CH3:5].O.[OH-].[Li+].CO.C1COCC1, predict the reaction product. The product is: [CH3:1][O:2][CH2:3][C:4]([C@H:8]1[C@@H:12]2[C@@H:13]3[C@@:26]([CH3:29])([CH2:27][CH2:28][C@@:11]2([NH:44][CH2:45][CH2:46][N:47]2[CH2:48][CH2:49][S:50](=[O:53])(=[O:54])[CH2:51][CH2:52]2)[CH2:10][CH2:9]1)[C@@:25]1([CH3:30])[C@@H:16]([C@:17]2([CH3:43])[C@@H:22]([CH2:23][CH2:24]1)[C:21]([CH3:32])([CH3:31])[C:20]([C:33]1[CH:42]=[CH:41][C:36]([C:37]([OH:39])=[O:38])=[CH:35][CH:34]=1)=[CH:19][CH2:18]2)[CH2:15][CH2:14]3)([O:6][CH3:7])[CH3:5]. (5) The product is: [I:1][C:2]1[CH:3]=[C:4]([CH:8]=[CH:9][C:10]=1[CH3:11])[C:5]([NH:39][C:38]1[CH:40]=[CH:41][C:35]([CH2:34][N:31]2[CH2:30][CH2:29][N:28]([CH3:27])[CH2:33][CH2:32]2)=[C:36]([C:42]([F:45])([F:44])[F:43])[CH:37]=1)=[O:6]. Given the reactants [I:1][C:2]1[CH:3]=[C:4]([CH:8]=[CH:9][C:10]=1[CH3:11])[C:5](Cl)=[O:6].IC1C=C(C=CC=1C)C(O)=O.O=S(Cl)Cl.[CH3:27][N:28]1[CH2:33][CH2:32][N:31]([CH2:34][C:35]2[CH:41]=[CH:40][C:38]([NH2:39])=[CH:37][C:36]=2[C:42]([F:45])([F:44])[F:43])[CH2:30][CH2:29]1.CCN(CC)CC, predict the reaction product.